Dataset: Catalyst prediction with 721,799 reactions and 888 catalyst types from USPTO. Task: Predict which catalyst facilitates the given reaction. (1) Reactant: [NH2:1][C:2]1[C:7]([C:8]([OH:10])=O)=[CH:6][C:5]([Cl:11])=[N:4][CH:3]=1.[CH:12]([NH2:14])=O. Product: [Cl:11][C:5]1[N:4]=[CH:3][C:2]2[N:1]=[CH:12][NH:14][C:8](=[O:10])[C:7]=2[CH:6]=1. The catalyst class is: 6. (2) Product: [Br:21][CH:15]([C:13]1[S:14][C:10]([S:9][C:3]2[CH:4]=[CH:5][C:6]([Cl:8])=[CH:7][C:2]=2[Cl:1])=[C:11]([N+:18]([O-:20])=[O:19])[CH:12]=1)[CH3:16]. The catalyst class is: 4. Reactant: [Cl:1][C:2]1[CH:7]=[C:6]([Cl:8])[CH:5]=[CH:4][C:3]=1[S:9][C:10]1[S:14][C:13]([CH:15](O)[CH3:16])=[CH:12][C:11]=1[N+:18]([O-:20])=[O:19].[Br:21]P(Br)Br.